From a dataset of Reaction yield outcomes from USPTO patents with 853,638 reactions. Predict the reaction yield, written as a fraction of the theoretical maximum amount of product (1.0 means a 100% yield; for example, 0.34 means a 34% yield). (1) The reactants are C(NC(C)C)(C)C.[CH2:8]([Li])[CH2:9][CH2:10][CH3:11].CC1C=[C:18]([Cl:20])[CH:17]=[CH:16][N:15]=1.CI. The catalyst is C1COCC1. The product is [CH2:10]([C:9]1[CH:8]=[C:18]([Cl:20])[CH:17]=[CH:16][N:15]=1)[CH3:11]. The yield is 0.240. (2) The reactants are [O:1]1[CH2:5][CH2:4][NH:3][C:2]1=[O:6].[C:7](Cl)(=[O:12])[CH2:8][CH2:9][CH:10]=[CH2:11]. No catalyst specified. The product is [C:7]([N:3]1[CH2:4][CH2:5][O:1][C:2]1=[O:6])(=[O:12])[CH2:8][CH2:9][CH:10]=[CH2:11]. The yield is 0.530. (3) The product is [C:44]([O:15][C:16]([N:18]1[CH2:19][CH2:20][C:21]([CH2:31][Br:32])([C:24]2[CH:29]=[CH:28][C:27]([Br:30])=[CH:26][CH:25]=2)[CH2:22][CH2:23]1)=[O:17])([CH3:47])([CH3:46])[CH3:45]. The reactants are C1C2C(C[O:15][C:16]([N:18]3[CH2:23][CH2:22][C:21]([CH2:31][Br:32])([C:24]4[CH:29]=[CH:28][C:27]([Br:30])=[CH:26][CH:25]=4)[CH2:20][CH2:19]3)=[O:17])C3C(=CC=CC=3)C=2C=CC=1.O.C(N(CC)CC)C.C(OC(O[C:44]([CH3:47])([CH3:46])[CH3:45])=O)(O[C:44]([CH3:47])([CH3:46])[CH3:45])=O. The yield is 0.860. The catalyst is ClCCl.N1CCOCC1.N12CCCN=C1CCCCC2.CN(C)C=O. (4) The reactants are [CH3:1][O:2][C:3]([C:5]1[S:6][C:7]([C:11]2[CH:16]=[CH:15][CH:14]=[CH:13][CH:12]=2)=[CH:8][C:9]=1[NH2:10])=[O:4].[CH2:17]=[C:18]([CH3:20])[CH3:19]. The catalyst is S(=O)(=O)(O)O.O1CCOCC1.C(Cl)(Cl)Cl. The product is [CH3:1][O:2][C:3]([C:5]1[S:6][C:7]([C:11]2[CH:16]=[CH:15][CH:14]=[CH:13][CH:12]=2)=[CH:8][C:9]=1[NH:10][C:18]([CH3:20])([CH3:19])[CH3:17])=[O:4]. The yield is 0.620. (5) The reactants are [C:1]1([N:7]2[CH:11]=[C:10]([C:12]([NH:14][CH2:15][CH2:16][NH:17][C:18]([C:20]3[CH:21]=[CH:22][C:23](C(O)=O)=[N:24][CH:25]=3)=[O:19])=[O:13])[C:9]([C:29]([F:32])([F:31])[F:30])=[N:8]2)[CH:6]=[CH:5][CH:4]=[CH:3][CH:2]=1.C1(P(N=[N+]=[N-])(C2C=CC=CC=2)=[O:40])C=CC=CC=1.C([N:52]([CH2:55]C)CC)C.[CH3:57][C:58]([OH:61])([CH3:60])[CH3:59]. No catalyst specified. The product is [C:1]1([N:7]2[CH:11]=[C:10]([C:12]([NH:14][CH2:15][CH2:16][NH:17][C:18]([C:20]3[CH:21]=[CH:22][C:23]([NH:52][C:55](=[O:40])[O:61][C:58]([CH3:60])([CH3:59])[CH3:57])=[N:24][CH:25]=3)=[O:19])=[O:13])[C:9]([C:29]([F:30])([F:31])[F:32])=[N:8]2)[CH:6]=[CH:5][CH:4]=[CH:3][CH:2]=1. The yield is 0.460.